From a dataset of Reaction yield outcomes from USPTO patents with 853,638 reactions. Predict the reaction yield, written as a fraction of the theoretical maximum amount of product (1.0 means a 100% yield; for example, 0.34 means a 34% yield). (1) The reactants are [NH:1]1[C:5]2[CH:6]=[CH:7][CH:8]=[CH:9][C:4]=2[N:3]=[C:2]1[CH2:10][N:11]1[C:15]2[CH:16]=[CH:17][CH:18]=[CH:19][C:14]=2[N:13]=[N:12]1.[C:20]([NH2:24])(=[O:23])[CH:21]=[CH2:22]. The catalyst is N1C=CC=CC=1.CO.C(=O)(O)[O-].[Na+]. The product is [N:11]1([CH2:10][C:2]2[N:1]([CH2:22][CH2:21][C:20]([NH2:24])=[O:23])[C:5]3[CH:6]=[CH:7][CH:8]=[CH:9][C:4]=3[N:3]=2)[C:15]2[CH:16]=[CH:17][CH:18]=[CH:19][C:14]=2[N:13]=[N:12]1. The yield is 0.330. (2) The catalyst is C(Cl)(Cl)Cl. The product is [Br:13][CH:5]1[C:4]2[C:8](=[CH:9][C:10]([Cl:11])=[C:2]([Cl:1])[CH:3]=2)[C:7](=[O:12])[O:6]1. The reactants are [Cl:1][C:2]1[CH:3]=[C:4]2[C:8](=[CH:9][C:10]=1[Cl:11])[C:7](=[O:12])[O:6][CH2:5]2.[Br:13]NC(=O)CCC(N)=O.C(OOC(=O)C1C=CC=CC=1)(=O)C1C=CC=CC=1. The yield is 0.910. (3) The reactants are C[O:2][C:3]([C:5]1([C:8]2[CH:9]=[CH:10][C:11]3[O:15][CH:14]=[N:13][C:12]=3[CH:16]=2)[CH2:7][CH2:6]1)=[O:4].[Al+3].[Cl-].[Cl-].[Cl-].O. The catalyst is CCS. The product is [O:15]1[C:11]2[CH:10]=[CH:9][C:8]([C:5]3([C:3]([OH:4])=[O:2])[CH2:7][CH2:6]3)=[CH:16][C:12]=2[N:13]=[CH:14]1. The yield is 0.110. (4) The reactants are [CH:1]([Si:4]([CH:13]([CH3:15])[CH3:14])([CH:10]([CH3:12])[CH3:11])[N:5]1[CH:9]=[CH:8][CH:7]=[CH:6]1)([CH3:3])[CH3:2].[Cl:16]N1C(=O)CCC1=O. The catalyst is CC(C)=O. The product is [Cl:16][C:7]1[CH:8]=[CH:9][N:5]([Si:4]([CH:1]([CH3:3])[CH3:2])([CH:10]([CH3:12])[CH3:11])[CH:13]([CH3:15])[CH3:14])[CH:6]=1. The yield is 0.180. (5) The reactants are C(OC(=O)[NH:7][C:8]1([C:11](=[O:34])[NH:12][C:13]2[CH:18]=[CH:17][C:16]([C:19]3[CH:24]=[CH:23][CH:22]=[CH:21][C:20]=3[S:25](=[O:32])(=[O:31])[NH:26]C(C)(C)C)=[CH:15][C:14]=2[F:33])[CH2:10][CH2:9]1)(C)(C)C.C(O)(C(F)(F)F)=O. No catalyst specified. The product is [F:33][C:14]1[CH:15]=[C:16]([C:19]2[CH:24]=[CH:23][CH:22]=[CH:21][C:20]=2[S:25](=[O:32])(=[O:31])[NH2:26])[CH:17]=[CH:18][C:13]=1[NH:12][C:11]([C:8]1([NH2:7])[CH2:10][CH2:9]1)=[O:34]. The yield is 1.00. (6) The reactants are [Cl:1][C:2]1[CH:7]=[CH:6][C:5]([C:8]2[O:12][C:11]([C:13]([F:16])([F:15])[F:14])=[C:10]([C:17](Cl)=[O:18])[CH:9]=2)=[CH:4][CH:3]=1.[F:20][C:21]1[CH:22]=[C:23]([NH2:31])[CH:24]=[C:25]([C:27]([F:30])([F:29])[F:28])[CH:26]=1.C(N(CC)C(C)C)(C)C.Cl.C([O-])(O)=O.[Na+]. The catalyst is ClCCl. The product is [F:20][C:21]1[CH:22]=[C:23]([NH:31][C:17]([C:10]2[CH:9]=[C:8]([C:5]3[CH:6]=[CH:7][C:2]([Cl:1])=[CH:3][CH:4]=3)[O:12][C:11]=2[C:13]([F:16])([F:15])[F:14])=[O:18])[CH:24]=[C:25]([C:27]([F:29])([F:30])[F:28])[CH:26]=1. The yield is 0.240. (7) The reactants are [F:1][C:2]([F:7])([F:6])[C:3]([OH:5])=[O:4].[C:8]1([C:14]2[CH:19]=[C:18]([CH:20]3[CH2:25][CH2:24][N:23]([C:26](=[O:32])[CH2:27][NH:28]CCO)[CH2:22][CH2:21]3)[CH:17]=[CH:16][C:15]=2[NH:33][C:34]([C:36]2[NH:37][CH:38]=[C:39]([C:41]#[N:42])[N:40]=2)=[O:35])[CH2:13][CH2:12][CH2:11][CH2:10][CH:9]=1.[BH-](OC(C)=O)(OC(C)=O)[O:44][C:45]([CH3:47])=O.[Na+].C=O. The catalyst is CO. The product is [C:3]([OH:5])([C:2]([F:7])([F:6])[F:1])=[O:4].[F:1][C:2]([F:7])([F:6])[C:3]([OH:5])=[O:4].[C:8]1([C:14]2[CH:19]=[C:18]([CH:20]3[CH2:21][CH2:22][N:23]([C:26](=[O:32])[C:27]([CH3:2])([NH2:28])[CH2:47][CH2:45][OH:44])[CH2:24][CH2:25]3)[CH:17]=[CH:16][C:15]=2[NH:33][C:34]([C:36]2[NH:37][CH:38]=[C:39]([C:41]#[N:42])[N:40]=2)=[O:35])[CH2:13][CH2:12][CH2:11][CH2:10][CH:9]=1. The yield is 0.00100. (8) The reactants are Cl[C:2]1[C:11]2[C:6](=[CH:7][C:8]([O:14][CH2:15][CH2:16][CH2:17][N:18]3[CH2:23][CH2:22][O:21][CH2:20][CH2:19]3)=[C:9]([O:12][CH3:13])[CH:10]=2)[N:5]=[CH:4][N:3]=1.[CH3:24][N:25]1[C:33]2[C:28](=[CH:29][C:30]([OH:34])=[CH:31][CH:32]=2)[CH:27]=[C:26]1[CH3:35]. No catalyst specified. The product is [CH3:24][N:25]1[C:33]2[C:28](=[CH:29][C:30]([O:34][C:2]3[C:11]4[C:6](=[CH:7][C:8]([O:14][CH2:15][CH2:16][CH2:17][N:18]5[CH2:23][CH2:22][O:21][CH2:20][CH2:19]5)=[C:9]([O:12][CH3:13])[CH:10]=4)[N:5]=[CH:4][N:3]=3)=[CH:31][CH:32]=2)[CH:27]=[C:26]1[CH3:35]. The yield is 0.740.